Dataset: Catalyst prediction with 721,799 reactions and 888 catalyst types from USPTO. Task: Predict which catalyst facilitates the given reaction. (1) Reactant: C([O-])(=[O:3])C.[Cs+].Cl[CH2:7][C:8]1[NH:17][C:16](=[O:18])[C:15]2[C:10](=[CH:11][C:12]3[CH2:21][CH2:20][CH2:19][C:13]=3[CH:14]=2)[N:9]=1. Product: [OH:3][CH2:7][C:8]1[NH:17][C:16](=[O:18])[C:15]2[C:10](=[CH:11][C:12]3[CH2:21][CH2:20][CH2:19][C:13]=3[CH:14]=2)[N:9]=1. The catalyst class is: 3. (2) Reactant: [NH:1]1[CH2:6][CH2:5][O:4][CH2:3][CH2:2]1.[N+:7]([C:10]1[CH:15]=[C:14]([N+:16]([O-:18])=[O:17])[CH:13]=[CH:12][C:11]=1[S:19](Cl)(=[O:21])=[O:20])([O-:9])=[O:8]. Product: [N+:7]([C:10]1[CH:15]=[C:14]([N+:16]([O-:18])=[O:17])[CH:13]=[CH:12][C:11]=1[S:19]([N:1]1[CH2:6][CH2:5][O:4][CH2:3][CH2:2]1)(=[O:21])=[O:20])([O-:9])=[O:8]. The catalyst class is: 2. (3) Reactant: [OH:1][C:2]1[CH:7]=[CH:6][C:5]([C:8]([F:11])([F:10])[F:9])=[CH:4][CH:3]=1.Br[CH2:13][CH2:14][CH2:15][OH:16].C(=O)([O-])[O-].[Cs+].[Cs+].O. Product: [F:11][C:8]([F:9])([F:10])[C:5]1[CH:6]=[CH:7][C:2]([O:1][CH2:13][CH2:14][CH2:15][OH:16])=[CH:3][CH:4]=1. The catalyst class is: 115. (4) Reactant: [Br:1][C:2]1[C:3]([O:17]C)=[N:4][C:5]([NH:8][C:9]2[CH:14]=[C:13]([CH3:15])[CH:12]=[C:11]([CH3:16])[CH:10]=2)=[N:6][CH:7]=1.C[S-].[Na+].CN(C=O)C.Cl. Product: [Br:1][C:2]1[C:3]([OH:17])=[N:4][C:5]([NH:8][C:9]2[CH:10]=[C:11]([CH3:16])[CH:12]=[C:13]([CH3:15])[CH:14]=2)=[N:6][CH:7]=1. The catalyst class is: 6. (5) Reactant: [Cl:1][C:2]1[N:9]=[C:8]([Cl:10])[CH:7]=[CH:6][C:3]=1[CH:4]=O.[NH2:11][CH2:12][CH:13]([C:15]1[N:19]([CH3:20])[N:18]=[C:17]([CH3:21])[CH:16]=1)[OH:14].C(O)(=O)C.C([BH3-])#N.[Na+]. Product: [Cl:1][C:2]1[C:3]([CH2:4][NH:11][CH2:12][CH:13]([C:15]2[N:19]([CH3:20])[N:18]=[C:17]([CH3:21])[CH:16]=2)[OH:14])=[CH:6][CH:7]=[C:8]([Cl:10])[N:9]=1. The catalyst class is: 138. (6) Reactant: [N+:1]([C:4]1[CH:12]=[CH:11][C:10]([C:13](O)=[O:14])=[C:9]2[C:5]=1[CH:6]=[C:7]([C:16]1[CH:21]=[CH:20][CH:19]=[CH:18][CH:17]=1)[NH:8]2)([O-:3])=[O:2].C[N:23]1CCOCC1.ClC(OCC(C)C)=O. Product: [N+:1]([C:4]1[CH:12]=[CH:11][C:10]([C:13]([NH2:23])=[O:14])=[C:9]2[C:5]=1[CH:6]=[C:7]([C:16]1[CH:21]=[CH:20][CH:19]=[CH:18][CH:17]=1)[NH:8]2)([O-:3])=[O:2]. The catalyst class is: 2. (7) Reactant: CCCC[N+](CCCC)(CCCC)CCCC.[F-].C([Si]([C:26]#[C:27][C:28]1[CH:33]=[CH:32][C:31]([C:34]2[CH:39]=[CH:38][C:37]([Cl:40])=[CH:36][CH:35]=2)=[CH:30][N:29]=1)(C)C)(C)(C)C. Product: [Cl:40][C:37]1[CH:36]=[CH:35][C:34]([C:31]2[CH:32]=[CH:33][C:28]([C:27]#[CH:26])=[N:29][CH:30]=2)=[CH:39][CH:38]=1. The catalyst class is: 2.